The task is: Predict the product of the given reaction.. This data is from Forward reaction prediction with 1.9M reactions from USPTO patents (1976-2016). (1) Given the reactants [CH3:1][O-:2].[K+].[Br:4][C:5]1[CH:6]=[CH:7][C:8]([N:12]([CH3:14])[CH3:13])=[N:9][C:10]=1F, predict the reaction product. The product is: [Br:4][C:5]1[CH:6]=[CH:7][C:8]([N:12]([CH3:14])[CH3:13])=[N:9][C:10]=1[O:2][CH3:1]. (2) Given the reactants [C:1]([O:5][C:6]([NH:8][CH2:9][CH2:10][CH2:11][CH:12]([C:17]([O:19]C)=[O:18])[C:13]([O:15][CH3:16])=[O:14])=[O:7])([CH3:4])([CH3:3])[CH3:2].O.[OH-].[Li+], predict the reaction product. The product is: [C:1]([O:5][C:6]([NH:8][CH2:9][CH2:10][CH2:11][CH:12]([C:13]([O:15][CH3:16])=[O:14])[C:17]([OH:19])=[O:18])=[O:7])([CH3:4])([CH3:3])[CH3:2]. (3) Given the reactants [CH2:1]([Li])[CH2:2][CH2:3][CH3:4].N1[C:19]2[C:10](=[CH:7][CH:8]=[C:9]3C=2N=C[CH:19]=[CH:10]3)[CH:9]=[CH:8][CH:7]=1.C([NH:23]C(C)C)(C)C.CI.[C:29]([O:32]CC)(=[O:31])C, predict the reaction product. The product is: [CH3:4][C@:3]([C:29]([OH:32])=[O:31])([CH2:2][C:1]1[CH:19]=[CH:10][CH:9]=[CH:8][CH:7]=1)[NH2:23]. (4) Given the reactants Br[C:2]1[CH:7]=[CH:6][N:5]2[CH:8]=[C:9]([C:11]3[CH:16]=[CH:15][C:14]([O:17][CH3:18])=[CH:13][CH:12]=3)[N:10]=[C:4]2[CH:3]=1.Cl.[F:20][CH2:21][CH2:22][NH2:23], predict the reaction product. The product is: [F:20][CH2:21][CH2:22][NH:23][C:2]1[CH:7]=[CH:6][N:5]2[CH:8]=[C:9]([C:11]3[CH:16]=[CH:15][C:14]([O:17][CH3:18])=[CH:13][CH:12]=3)[N:10]=[C:4]2[CH:3]=1. (5) Given the reactants [C:1]1([CH2:24][NH:25][CH2:26][CH2:27][CH2:28][NH:29][CH2:30][CH2:31][CH2:32][NH:33][CH2:34][CH:35]2[CH2:40][CH2:39][CH2:38][CH2:37][CH2:36]2)[CH:6]=[CH:5][CH:4]=[C:3]([CH2:7][NH:8][CH2:9][CH2:10][CH2:11][NH:12][CH2:13][CH2:14][CH2:15][NH:16][CH2:17][CH:18]2[CH2:23][CH2:22][CH2:21][CH2:20][CH2:19]2)[CH:2]=1.[ClH:41], predict the reaction product. The product is: [ClH:41].[C:3]1([CH2:7][NH:8][CH2:9][CH2:10][CH2:11][NH:12][CH2:13][CH2:14][CH2:15][NH:16][CH2:17][CH:18]2[CH2:23][CH2:22][CH2:21][CH2:20][CH2:19]2)[CH:4]=[CH:5][CH:6]=[C:1]([CH2:24][NH:25][CH2:26][CH2:27][CH2:28][NH:29][CH2:30][CH2:31][CH2:32][NH:33][CH2:34][CH:35]2[CH2:36][CH2:37][CH2:38][CH2:39][CH2:40]2)[CH:2]=1. (6) Given the reactants [CH3:1][C@H:2]1[CH2:7][CH2:6][C:5](=[O:8])[N:4]2[C@H:9]([C:12]3[CH:17]=[CH:16][CH:15]=[CH:14][CH:13]=3)[CH2:10][O:11][C@H:3]12.C([SiH](CC)CC)C.C(=O)(O)[O-].[Na+], predict the reaction product. The product is: [OH:11][CH2:10][C@H:9]([N:4]1[CH2:3][C@@H:2]([CH3:1])[CH2:7][CH2:6][C:5]1=[O:8])[C:12]1[CH:17]=[CH:16][CH:15]=[CH:14][CH:13]=1. (7) Given the reactants [S:1]1[CH:5]=[CH:4][CH:3]=[C:2]1[C:6]([NH2:38])(C(OC(C)(C)C)=O)[CH2:7][CH2:8][N:9]1[CH2:14][CH2:13][CH:12]([N:15]([CH2:29][CH3:30])[C:16](=[O:28])[CH2:17][C:18]2[CH:23]=[CH:22][C:21]([S:24]([CH3:27])(=[O:26])=[O:25])=[CH:20][CH:19]=2)[CH2:11][CH2:10]1, predict the reaction product. The product is: [S:1]1[CH:5]=[CH:4][CH:3]=[C:2]1[CH:6]([NH2:38])[CH2:7][CH2:8][N:9]1[CH2:14][CH2:13][CH:12]([N:15]([CH2:29][CH3:30])[C:16](=[O:28])[CH2:17][C:18]2[CH:19]=[CH:20][C:21]([S:24]([CH3:27])(=[O:25])=[O:26])=[CH:22][CH:23]=2)[CH2:11][CH2:10]1.